This data is from TCR-epitope binding with 47,182 pairs between 192 epitopes and 23,139 TCRs. The task is: Binary Classification. Given a T-cell receptor sequence (or CDR3 region) and an epitope sequence, predict whether binding occurs between them. The epitope is LVLSVNPYV. The TCR CDR3 sequence is CASSLEPGVNNYGYTF. Result: 0 (the TCR does not bind to the epitope).